This data is from hERG Central: cardiac toxicity at 1µM, 10µM, and general inhibition. The task is: Predict hERG channel inhibition at various concentrations. (1) The molecule is COCCN(CC1CCCN(C2Cc3ccccc3C2)C1)C(=O)c1cccs1. Results: hERG_inhib (hERG inhibition (general)): blocker. (2) The drug is Brc1ccc2c(c1)C(OC1CN3CCC1CC3)c1ccccc1CS2.O=C(O)/C=C\C(=O)O. Results: hERG_inhib (hERG inhibition (general)): blocker.